From a dataset of Catalyst prediction with 721,799 reactions and 888 catalyst types from USPTO. Predict which catalyst facilitates the given reaction. (1) Reactant: Cl.CN[O:4]C.C(N(CC)CC)C.[CH2:13]([N:20]([CH2:33][C:34]1[CH:39]=[CH:38][CH:37]=[CH:36][CH:35]=1)[S:21]([C:24]1[CH:32]=[CH:31][C:27]([C:28](Cl)=[O:29])=[CH:26][CH:25]=1)(=[O:23])=[O:22])[C:14]1[CH:19]=[CH:18][CH:17]=[CH:16][CH:15]=1. Product: [CH2:13]([N:20]([CH2:33][C:34]1[CH:39]=[CH:38][CH:37]=[CH:36][CH:35]=1)[S:21]([C:24]1[CH:32]=[CH:31][C:27]([C:28]([OH:4])=[O:29])=[CH:26][CH:25]=1)(=[O:23])=[O:22])[C:14]1[CH:19]=[CH:18][CH:17]=[CH:16][CH:15]=1. The catalyst class is: 2. (2) Reactant: [CH3:1][CH2:2][CH2:3][CH2:4][CH2:5][CH2:6][CH2:7][CH2:8][C:9](=O)[CH2:10][CH2:11][CH2:12][CH2:13][CH2:14][CH2:15][CH2:16][CH3:17].[CH3:19][CH2:20][O-:21].[Na+].Cl.C1C[O:27][CH2:26][CH2:25]1. Product: [CH2:8]([C:9]([CH2:10][CH2:11][CH2:12][CH2:13][CH2:14][CH2:15][CH2:16][CH3:17])=[CH:19][C:20]([O:27][CH2:26][CH3:25])=[O:21])[CH2:7][CH2:6][CH2:5][CH2:4][CH2:3][CH2:2][CH3:1]. The catalyst class is: 25. (3) The catalyst class is: 2. Product: [CH2:15]([NH:14][C:12]1[C:11]2=[C:22]([C:25]3[CH:30]=[CH:29][CH:28]=[CH:27][CH:26]=3)[CH:23]=[CH:24][N:10]2[N:9]=[C:8]([C:4]2[CH:3]=[C:2]([NH:1][C:38](=[O:45])[CH2:39][C:40]([O:42][CH2:43][CH3:44])=[O:41])[CH:7]=[N:6][CH:5]=2)[N:13]=1)[C:16]1[CH:17]=[CH:18][CH:19]=[CH:20][CH:21]=1. Reactant: [NH2:1][C:2]1[CH:3]=[C:4]([C:8]2[N:13]=[C:12]([NH:14][CH2:15][C:16]3[CH:21]=[CH:20][CH:19]=[CH:18][CH:17]=3)[C:11]3=[C:22]([C:25]4[CH:30]=[CH:29][CH:28]=[CH:27][CH:26]=4)[CH:23]=[CH:24][N:10]3[N:9]=2)[CH:5]=[N:6][CH:7]=1.N1C=CC=CC=1.Cl[C:38](=[O:45])[CH2:39][C:40]([O:42][CH2:43][CH3:44])=[O:41].O. (4) Reactant: [C:1]([O:5][C:6]([NH:8][C@H:9]([C:12]([OH:14])=[O:13])[CH2:10][OH:11])=[O:7])([CH3:4])([CH3:3])[CH3:2].[H-].[Na+].Br[CH2:18][C:19]1[CH:20]=[C:21]([CH:26]=[CH:27][CH:28]=1)[C:22]([O:24][CH3:25])=[O:23].CO.C(Cl)Cl. Product: [CH3:25][O:24][C:22]([C:21]1[CH:20]=[C:19]([CH2:18][O:11][CH2:10][C@@H:9]([C:12]([OH:14])=[O:13])[NH:8][C:6]([O:5][C:1]([CH3:4])([CH3:2])[CH3:3])=[O:7])[CH:28]=[CH:27][CH:26]=1)=[O:23]. The catalyst class is: 3. (5) Reactant: [CH:1]([C:4]1[C:8]([CH2:9][CH2:10][CH2:11][OH:12])=[CH:7][N:6]([C:13]2[CH:18]=[CH:17][C:16]([C:19]([F:22])([F:21])[F:20])=[CH:15][N:14]=2)[N:5]=1)([CH3:3])[CH3:2].[Br:23][C:24]1[C:25](O)=[C:26]([CH2:30][C:31]([O:33][CH3:34])=[O:32])[CH:27]=[CH:28][CH:29]=1.C(P(CCCC)CCCC)CCC.N(C(N1CCCCC1)=O)=NC(N1CCCCC1)=O. Product: [Br:23][C:24]1[C:25]([O:12][CH2:11][CH2:10][CH2:9][C:8]2[C:4]([CH:1]([CH3:3])[CH3:2])=[N:5][N:6]([C:13]3[CH:18]=[CH:17][C:16]([C:19]([F:21])([F:20])[F:22])=[CH:15][N:14]=3)[CH:7]=2)=[C:26]([CH2:30][C:31]([O:33][CH3:34])=[O:32])[CH:27]=[CH:28][CH:29]=1. The catalyst class is: 7. (6) Reactant: [C:1]([O:5][C:6]([NH:8][NH:9][C:10]1[CH:11]=[C:12]([CH:16]=[CH:17][CH:18]=1)[C:13]([OH:15])=O)=[O:7])([CH3:4])([CH3:3])[CH3:2].N1(C(N2C=CN=C2)=O)C=CN=C1.[CH3:31][O:32][CH2:33][CH2:34][NH2:35].Cl. Product: [CH3:31][O:32][CH2:33][CH2:34][NH:35][C:13]([C:12]1[CH:11]=[C:10]([NH:9][NH:8][C:6]([O:5][C:1]([CH3:2])([CH3:3])[CH3:4])=[O:7])[CH:18]=[CH:17][CH:16]=1)=[O:15]. The catalyst class is: 3. (7) Reactant: [C:1]1(B(O)O)[C:10]2[C:5](=[CH:6][CH:7]=[CH:8][CH:9]=2)[CH:4]=[CH:3][CH:2]=1.Br[C:15]1[CH:20]=[CH:19][CH:18]=[C:17]([CH:21]=[O:22])[N:16]=1. Product: [CH:21]([C:17]1[CH:18]=[CH:19][CH:20]=[C:15]([C:1]2[C:10]3[C:5](=[CH:6][CH:7]=[CH:8][CH:9]=3)[CH:4]=[CH:3][CH:2]=2)[N:16]=1)=[O:22]. The catalyst class is: 109. (8) Reactant: [Cl:1][C:2]1[CH:3]=[C:4]([CH:6]=[CH:7][C:8]=1[F:9])[NH2:5].C([O:17][CH2:18][CH3:19])(OCC)OCC.[N+:20]([CH2:23]C(OCC)=O)([O-])=O.[C:29](O)(=O)C. Product: [Cl:1][C:2]1[CH:3]=[C:4]([N:5]2[CH:29]=[C:19]([CH2:18][OH:17])[N:20]=[CH:23]2)[CH:6]=[CH:7][C:8]=1[F:9]. The catalyst class is: 150. (9) Reactant: [Cl:1][C:2]1[CH:3]=[C:4]([C:8]2[C:9]3[N:18]([CH2:19][C@H:20]4[CH2:25][CH2:24][C@H:23]([CH3:26])[CH2:22][CH2:21]4)[CH:17]=[CH:16][C:10]=3[N:11]=[C:12]([C:14]#[N:15])[N:13]=2)[CH:5]=[CH:6][CH:7]=1.[I:27]N1C(=O)CCC1=O. Product: [Cl:1][C:2]1[CH:3]=[C:4]([C:8]2[C:9]3[N:18]([CH2:19][C@H:20]4[CH2:25][CH2:24][C@H:23]([CH3:26])[CH2:22][CH2:21]4)[CH:17]=[C:16]([I:27])[C:10]=3[N:11]=[C:12]([C:14]#[N:15])[N:13]=2)[CH:5]=[CH:6][CH:7]=1. The catalyst class is: 1.